From a dataset of Full USPTO retrosynthesis dataset with 1.9M reactions from patents (1976-2016). Predict the reactants needed to synthesize the given product. Given the product [CH3:28][S:29]([C:32]1[CH:37]=[C:36]([C:2]2[CH:7]=[CH:6][CH:5]=[C:4]([C:8]3[N:13]=[C:12]([C:14]([F:15])([F:17])[F:16])[CH:11]=[C:10]([C:18]4[CH:19]=[CH:20][C:21]([C:24]([F:25])([F:27])[F:26])=[CH:22][CH:23]=4)[N:9]=3)[CH:3]=2)[CH:35]=[CH:34][CH:33]=1)(=[O:31])=[O:30], predict the reactants needed to synthesize it. The reactants are: Br[C:2]1[CH:3]=[C:4]([C:8]2[N:13]=[C:12]([C:14]([F:17])([F:16])[F:15])[CH:11]=[C:10]([C:18]3[CH:23]=[CH:22][C:21]([C:24]([F:27])([F:26])[F:25])=[CH:20][CH:19]=3)[N:9]=2)[CH:5]=[CH:6][CH:7]=1.[CH3:28][S:29]([C:32]1[CH:33]=[C:34](B(O)O)[CH:35]=[CH:36][CH:37]=1)(=[O:31])=[O:30].